This data is from Forward reaction prediction with 1.9M reactions from USPTO patents (1976-2016). The task is: Predict the product of the given reaction. Given the reactants [N:1]1([C:6]2([C:10]#[N:11])[CH2:9][CH2:8][CH2:7]2)[CH2:5][CH2:4][CH2:3][CH2:2]1.[C:12]1([Li])[CH:17]=[CH:16][CH:15]=[CH:14][CH:13]=1, predict the reaction product. The product is: [C:12]1([CH:10]([NH2:11])[C:6]2([N:1]3[CH2:5][CH2:4][CH2:3][CH2:2]3)[CH2:7][CH2:8][CH2:9]2)[CH:17]=[CH:16][CH:15]=[CH:14][CH:13]=1.